From a dataset of Full USPTO retrosynthesis dataset with 1.9M reactions from patents (1976-2016). Predict the reactants needed to synthesize the given product. (1) Given the product [Br:3][C:4]1[CH:5]=[C:6]([CH2:7][OH:8])[CH:10]=[C:11]([N+:13]([O-:15])=[O:14])[CH:12]=1, predict the reactants needed to synthesize it. The reactants are: [BH4-].[Na+].[Br:3][C:4]1[CH:5]=[C:6]([CH:10]=[C:11]([N+:13]([O-:15])=[O:14])[CH:12]=1)[C:7](O)=[O:8].B(F)(F)F.CCOCC. (2) Given the product [S:24]1[C:20]2[CH:19]=[C:18]([NH:17][C:10](=[O:12])/[CH:9]=[CH:8]/[C:7]3[C:2]([CH3:1])=[N:3][C:4]([C:13]([F:16])([F:15])[F:14])=[CH:5][CH:6]=3)[CH:26]=[CH:25][C:21]=2[N:22]=[CH:23]1, predict the reactants needed to synthesize it. The reactants are: [CH3:1][C:2]1[C:7](/[CH:8]=[CH:9]/[C:10]([OH:12])=O)=[CH:6][CH:5]=[C:4]([C:13]([F:16])([F:15])[F:14])[N:3]=1.[NH2:17][C:18]1[CH:26]=[CH:25][C:21]2[N:22]=[CH:23][S:24][C:20]=2[CH:19]=1. (3) Given the product [CH2:57]([NH:61][C:39](=[O:41])[C:38]1[CH:42]=[CH:43][CH:44]=[N:45][C:37]=1[O:36][C:35]1[CH:34]=[CH:33][C:32]([NH:31][C:26]2[CH:27]=[CH:28][CH:29]=[CH:30][N:25]=2)=[CH:47][CH:46]=1)[CH:58]([CH3:60])[CH3:59], predict the reactants needed to synthesize it. The reactants are: CN(C(ON1N=NC2C=CC=NC1=2)=[N+](C)C)C.F[P-](F)(F)(F)(F)F.[N:25]1[CH:30]=[CH:29][CH:28]=[CH:27][C:26]=1[NH:31][C:32]1[CH:47]=[CH:46][C:35]([O:36][C:37]2[N:45]=[CH:44][CH:43]=[CH:42][C:38]=2[C:39]([OH:41])=O)=[CH:34][CH:33]=1.C(N(C(C)C)CC)(C)C.[CH2:57]([NH2:61])[CH:58]([CH3:60])[CH3:59]. (4) The reactants are: [F:1][C:2]1[CH:7]=[CH:6][C:5]([NH:8][C:9](=[O:36])[CH2:10][C:11]2[S:15][C:14]([NH:16]C(C3C=CC=CC=3)(C3C=CC=CC=3)C3C=CC=CC=3)=[N:13][CH:12]=2)=[CH:4][C:3]=1[Cl:37]. Given the product [F:1][C:2]1[CH:7]=[CH:6][C:5]([NH:8][C:9](=[O:36])[CH2:10][C:11]2[S:15][C:14]([NH2:16])=[N:13][CH:12]=2)=[CH:4][C:3]=1[Cl:37], predict the reactants needed to synthesize it.